This data is from Full USPTO retrosynthesis dataset with 1.9M reactions from patents (1976-2016). The task is: Predict the reactants needed to synthesize the given product. (1) The reactants are: [Li:1]CCCC.[CH3:6][Si:7]([NH:10][Si:11]([CH3:14])([CH3:13])[CH3:12])([CH3:9])[CH3:8].OC1C(OC)=C(C(=O)C)C(O)=CC=1OC.COC1C=CC(C(Cl)=O)=CC=1.Cl.OS(O)(=O)=O.[Li+].[OH-]. Given the product [Li+:1].[CH3:6][Si:7]([N-:10][Si:11]([CH3:14])([CH3:13])[CH3:12])([CH3:9])[CH3:8], predict the reactants needed to synthesize it. (2) Given the product [CH3:21][CH:20]([CH2:19][CH2:18][CH:17]=[C:15]([CH3:14])[CH3:16])[CH2:22][CH2:23][O:24][C:9](=[O:13])[CH:8]=[CH:7][C:6]1[CH:5]=[CH:4][C:3]([O:2][CH3:1])=[CH:12][C:11]=1[OH:10], predict the reactants needed to synthesize it. The reactants are: [CH3:1][O:2][C:3]1[CH:12]=[C:11]2[C:6]([CH:7]=[CH:8][C:9](=[O:13])[O:10]2)=[CH:5][CH:4]=1.[CH3:14][C:15](=[CH:17][CH2:18][CH2:19][CH:20]([CH2:22][CH2:23][OH:24])[CH3:21])[CH3:16].[H-].[Na+]. (3) Given the product [NH2:7][C:8]1[CH:13]=[C:12]([CH:11]=[C:10]([N:16]2[CH2:17][CH2:18][CH:19]([O:22][Si:23]([C:26]([CH3:29])([CH3:28])[CH3:27])([CH3:24])[CH3:25])[CH2:20][CH2:21]2)[C:9]=1[Cl:30])[C:14]#[N:15], predict the reactants needed to synthesize it. The reactants are: C(OC(=O)[NH:7][C:8]1[CH:13]=[C:12]([C:14]#[N:15])[CH:11]=[C:10]([N:16]2[CH2:21][CH2:20][CH:19]([O:22][Si:23]([C:26]([CH3:29])([CH3:28])[CH3:27])([CH3:25])[CH3:24])[CH2:18][CH2:17]2)[C:9]=1[Cl:30])(C)(C)C.N1C(C)=CC=CC=1C.FC(F)(F)S(O[Si](C)(C)C)(=O)=O. (4) Given the product [N:17]1[C:16]2[CH:15]=[CH:14][S:13][C:12]=2[C:10](=[O:9])[NH:24][CH:22]=1, predict the reactants needed to synthesize it. The reactants are: C(OC(=O)C)(=O)C.C[O:9][C:10]([C:12]1[S:13][CH:14]=[CH:15][C:16]=1[NH2:17])=O.C([O-])=O.[NH4+].[CH:22]([NH2:24])=O. (5) Given the product [OH:2][C:3]([CH3:20])([CH3:19])[CH2:4][N:5]1[CH:9]=[CH:8][C:7]([NH:10][C:11](=[O:18])[C@@H:12]([N:17]2[CH2:53][C:52]([O:54][C:55]3[C:60]([F:61])=[CH:59][CH:58]=[C:57]([O:62][CH2:63][CH3:64])[C:56]=3[F:65])=[CH:51][C:50]2=[O:66])[CH2:13][CH:14]([CH3:15])[CH3:16])=[N:6]1, predict the reactants needed to synthesize it. The reactants are: Cl.[OH:2][C:3]([CH3:20])([CH3:19])[CH2:4][N:5]1[CH:9]=[CH:8][C:7]([NH:10][C:11](=[O:18])[C@@H:12]([NH2:17])[CH2:13][CH:14]([CH3:16])[CH3:15])=[N:6]1.C(N(CC)C(C)C)(C)C.CC1(C)O[C@H](CN2C=CC(NC(=O)[C@@H](N3[CH2:53][C:52]([O:54][C:55]4[C:60]([F:61])=[CH:59][CH:58]=[C:57]([O:62][CH2:63][CH3:64])[C:56]=4[F:65])=[CH:51][C:50]3=[O:66])CC(C)C)=N2)CO1.